Dataset: Full USPTO retrosynthesis dataset with 1.9M reactions from patents (1976-2016). Task: Predict the reactants needed to synthesize the given product. (1) Given the product [CH3:25][C:22]1[N:21]=[C:20]2[C:19]([C:17]3[NH:18][C:8](=[O:9])[C:7]4[CH:11]=[CH:12][CH:13]=[CH:14][C:6]=4[C:2]=3[O:26]2)=[CH:24][CH:23]=1, predict the reactants needed to synthesize it. The reactants are: Br[C:2](C)([C:6]1[C:7](=[C:11](C)[CH:12]=[CH:13][CH:14]=1)[C:8]([O-])=[O:9])C([O-])=O.[C:17]([C:19]1[C:20]([OH:26])=[N:21][C:22]([CH3:25])=[CH:23][CH:24]=1)#[N:18].C(=O)([O-])[O-].[K+].[K+]. (2) Given the product [C:14]([OH:16])(=[O:15])[CH3:13].[F:12][C:2]([F:1])([F:11])[CH2:3][O:4][CH:5]1[CH2:10][CH2:9][NH:8][CH2:7][CH2:6]1, predict the reactants needed to synthesize it. The reactants are: [F:1][C:2]([F:12])([F:11])[CH2:3][O:4][C:5]1[CH:10]=[CH:9][N:8]=[CH:7][CH:6]=1.[CH3:13][C:14]([OH:16])=[O:15].